This data is from Peptide-MHC class I binding affinity with 185,985 pairs from IEDB/IMGT. The task is: Regression. Given a peptide amino acid sequence and an MHC pseudo amino acid sequence, predict their binding affinity value. This is MHC class I binding data. (1) The peptide sequence is RSFAERLDR. The MHC is HLA-B40:01 with pseudo-sequence HLA-B40:01. The binding affinity (normalized) is 0.0847. (2) The peptide sequence is SPNPTVEAGRTL. The MHC is HLA-B07:02 with pseudo-sequence HLA-B07:02. The binding affinity (normalized) is 0.650.